From a dataset of Oral bioavailability binary classification data from Ma et al.. Regression/Classification. Given a drug SMILES string, predict its absorption, distribution, metabolism, or excretion properties. Task type varies by dataset: regression for continuous measurements (e.g., permeability, clearance, half-life) or binary classification for categorical outcomes (e.g., BBB penetration, CYP inhibition). Dataset: bioavailability_ma. (1) The compound is Cc1ccccc1C(OCCN(C)C)c1ccccc1. The result is 1 (high bioavailability). (2) The molecule is CC(=O)Nc1nnc(S(N)(=O)=O)s1. The result is 1 (high bioavailability). (3) The compound is Cc1ncc([N+](=O)[O-])n1CCO. The result is 1 (high bioavailability).